Dataset: Catalyst prediction with 721,799 reactions and 888 catalyst types from USPTO. Task: Predict which catalyst facilitates the given reaction. Reactant: [N:1]1[CH:6]=[CH:5][CH:4]=[CH:3][C:2]=1[CH:7]1[CH2:12][CH2:11][NH:10][CH2:9][CH2:8]1.[C:13]([O:17][C:18](O[C:18]([O:17][C:13]([CH3:16])([CH3:15])[CH3:14])=[O:19])=[O:19])([CH3:16])([CH3:15])[CH3:14].C(=O)(O)[O-].[Na+]. The catalyst class is: 4. Product: [C:13]([O:17][C:18]([C:7]1([C:2]2[CH:3]=[CH:4][CH:5]=[CH:6][N:1]=2)[CH2:12][CH2:11][NH:10][CH2:9][CH2:8]1)=[O:19])([CH3:16])([CH3:15])[CH3:14].